Dataset: Catalyst prediction with 721,799 reactions and 888 catalyst types from USPTO. Task: Predict which catalyst facilitates the given reaction. (1) Reactant: [CH3:1][C:2]1[CH:10]=[C:6]([C:7]([OH:9])=[O:8])[C:5]([NH2:11])=[CH:4][CH:3]=1.[C:12](Cl)(Cl)=[O:13].C(=O)([O-])O.[Na+]. Product: [CH3:1][C:2]1[CH:3]=[CH:4][C:5]2[NH:11][C:12](=[O:13])[O:8][C:7](=[O:9])[C:6]=2[CH:10]=1. The catalyst class is: 207. (2) Reactant: [N:1]1[C:6]([C:7]([OH:9])=O)=[CH:5][C:4]([C:10]([OH:12])=O)=[N:3][CH:2]=1.S(Cl)(Cl)=O.C([N:19]([CH2:22][CH3:23])CC)C.[Cl:24][C:25]1[CH:26]=[C:27]([CH:30]=[CH:31][C:32]=1[F:33])[CH2:28][NH2:29]. Product: [Cl:24][C:25]1[CH:26]=[C:27]([CH:30]=[CH:31][C:32]=1[F:33])[CH2:28][NH:29][C:10]([C:4]1[CH:5]=[C:6]([C:7]([NH:19][CH2:22][C:23]2[CH:30]=[CH:31][C:32]([F:33])=[C:25]([Cl:24])[CH:26]=2)=[O:9])[N:1]=[CH:2][N:3]=1)=[O:12]. The catalyst class is: 4. (3) Reactant: P(Br)(Br)[Br:2].O[CH2:6]/[CH:7]=[C:8](\[CH2:10][CH2:11]/[CH:12]=[C:13](/[CH2:15][CH2:16][CH:17]=[C:18]([CH3:20])[CH3:19])\[CH3:14])/[CH3:9]. Product: [CH2:6]([Br:2])/[CH:7]=[C:8](\[CH2:10][CH2:11]/[CH:12]=[C:13](/[CH2:15][CH2:16][CH:17]=[C:18]([CH3:20])[CH3:19])\[CH3:14])/[CH3:9]. The catalyst class is: 28. (4) Reactant: [C:1]([CH2:3][NH:4][C:5](=[O:14])[O:6][CH2:7][C:8]1[CH:13]=[CH:12][CH:11]=[CH:10][CH:9]=1)#[N:2].C[O-].[Na+].[Cl-:18].[NH4+:19]. Product: [ClH:18].[NH2:2][C:1](=[NH:19])[CH2:3][NH:4][C:5](=[O:14])[O:6][CH2:7][C:8]1[CH:13]=[CH:12][CH:11]=[CH:10][CH:9]=1. The catalyst class is: 5.